Dataset: Reaction yield outcomes from USPTO patents with 853,638 reactions. Task: Predict the reaction yield, written as a fraction of the theoretical maximum amount of product (1.0 means a 100% yield; for example, 0.34 means a 34% yield). (1) The reactants are [CH3:1][C:2]1[CH:3]=[CH:4][C:5]2[C:10](O)=[N:9][CH:8]=[N:7][C:6]=2[N:12]=1.CCN(C(C)C)C(C)C.O=P(Cl)(Cl)[Cl:24]. The catalyst is ClCCCl. The product is [Cl:24][C:10]1[C:5]2[CH:4]=[CH:3][C:2]([CH3:1])=[N:12][C:6]=2[N:7]=[CH:8][N:9]=1. The yield is 0.760. (2) The reactants are [CH2:1]([C:3]1[C:4]([CH3:17])=[N:5][O:6][C:7]=1[NH:8][C:9](=[O:16])OCC(Cl)(Cl)Cl)[CH3:2].Cl.Cl.[F:20][C:21]1[C:26]([F:27])=[CH:25][CH:24]=[CH:23][C:22]=1[C:28]1[N:33]=[C:32](N2CCNCC2)[CH:31]=[CH:30][N:29]=1.C(O[CH2:44][CH3:45])(=O)C. No catalyst specified. The product is [F:20][C:21]1[C:26]([F:27])=[CH:25][CH:24]=[CH:23][C:22]=1[C:28]1[N:33]=[C:32]([CH:45]2[CH2:44][CH2:9][N:8]([C:9]([NH:8][C:7]3[O:6][N:5]=[C:4]([CH3:17])[C:3]=3[CH2:1][CH3:2])=[O:16])[CH2:7][CH2:3]2)[CH:31]=[CH:30][N:29]=1. The yield is 0.720. (3) The reactants are [Br:1][C:2]1[CH:7]=[CH:6][C:5]([S:8][CH2:9][CH:10](OC)OC)=[CH:4][CH:3]=1. The catalyst is ClC1C=CC=CC=1. The product is [Br:1][C:2]1[CH:7]=[CH:6][C:5]2[S:8][CH:9]=[CH:10][C:4]=2[CH:3]=1. The yield is 0.510. (4) The catalyst is COCCOC.O. The reactants are [CH3:1][O:2][C:3](=[O:32])[NH:4][CH:5]([C:9]([N:11]1[CH2:15][CH2:14][CH2:13][CH:12]1[C:16]1[NH:17][C:18]([C:21]2[C:30]3[C:25](=[CH:26][CH:27]=[CH:28][CH:29]=3)[C:24](Br)=[CH:23][CH:22]=2)=[CH:19][N:20]=1)=[O:10])[CH:6]([CH3:8])[CH3:7].[CH3:33][O:34][C:35](=[O:68])[NH:36][CH:37]([C:41]([N:43]1[CH2:47][CH2:46][CH2:45][CH:44]1[C:48]1[NH:49][C:50]([C:53]2[CH:58]=[CH:57][C:56](B3OC(C)(C)C(C)(C)O3)=[CH:55][CH:54]=2)=[CH:51][N:52]=1)=[O:42])[CH:38]([CH3:40])[CH3:39].C([O-])(O)=O.[Na+]. The product is [CH3:1][O:2][C:3](=[O:32])[NH:4][CH:5]([C:9]([N:11]1[CH2:15][CH2:14][CH2:13][CH:12]1[C:16]1[NH:17][C:18]([C:21]2[C:30]3[C:25](=[CH:26][CH:27]=[CH:28][CH:29]=3)[C:24]([C:56]3[CH:57]=[CH:58][C:53]([C:50]4[NH:49][C:48]([CH:44]5[CH2:45][CH2:46][CH2:47][N:43]5[C:41](=[O:42])[CH:37]([NH:36][C:35]([O:34][CH3:33])=[O:68])[CH:38]([CH3:40])[CH3:39])=[N:52][CH:51]=4)=[CH:54][CH:55]=3)=[CH:23][CH:22]=2)=[CH:19][N:20]=1)=[O:10])[CH:6]([CH3:8])[CH3:7]. The yield is 0.210. (5) The reactants are I[C:2]1[CH:7]=[CH:6][CH:5]=[CH:4][C:3]=1[O:8][CH3:9].[Cl:10][C:11]1[CH:12]=[C:13](B(O)O)[CH:14]=[CH:15][CH:16]=1.C(=O)([O-])[O-].[K+].[K+].C(OCC)(=O)C. The catalyst is O.CO.C([O-])(=O)C.[Pd+2].C([O-])(=O)C. The product is [Cl:10][C:11]1[CH:16]=[C:15]([C:2]2[CH:7]=[CH:6][CH:5]=[CH:4][C:3]=2[O:8][CH3:9])[CH:14]=[CH:13][CH:12]=1. The yield is 0.890.